Dataset: NCI-60 drug combinations with 297,098 pairs across 59 cell lines. Task: Regression. Given two drug SMILES strings and cell line genomic features, predict the synergy score measuring deviation from expected non-interaction effect. (1) Drug 1: C1C(C(OC1N2C=C(C(=O)NC2=O)F)CO)O. Drug 2: CC1=C(C(=CC=C1)Cl)NC(=O)C2=CN=C(S2)NC3=CC(=NC(=N3)C)N4CCN(CC4)CCO. Cell line: M14. Synergy scores: CSS=5.78, Synergy_ZIP=-3.89, Synergy_Bliss=-4.17, Synergy_Loewe=-2.57, Synergy_HSA=-1.64. (2) Drug 1: C#CCC(CC1=CN=C2C(=N1)C(=NC(=N2)N)N)C3=CC=C(C=C3)C(=O)NC(CCC(=O)O)C(=O)O. Drug 2: CC(C)CN1C=NC2=C1C3=CC=CC=C3N=C2N. Cell line: COLO 205. Synergy scores: CSS=6.83, Synergy_ZIP=-3.51, Synergy_Bliss=-3.49, Synergy_Loewe=5.61, Synergy_HSA=-3.93. (3) Drug 1: C1=C(C(=O)NC(=O)N1)F. Drug 2: CN1C(=O)N2C=NC(=C2N=N1)C(=O)N. Cell line: SK-MEL-5. Synergy scores: CSS=30.1, Synergy_ZIP=-6.04, Synergy_Bliss=-15.7, Synergy_Loewe=-26.9, Synergy_HSA=-20.4.